Dataset: Full USPTO retrosynthesis dataset with 1.9M reactions from patents (1976-2016). Task: Predict the reactants needed to synthesize the given product. (1) The reactants are: [Br:1][C:2]1[CH:3]=[C:4]([CH2:11][OH:12])[CH:5]=[C:6]([Br:10])[C:7]=1[CH2:8]Br.BrCC1C=C(Cl)C(CC2C=C(C(C)C)[C:23](=O)[NH:24]N=2)=C(Cl)C=1. Given the product [Br:1][C:2]1[CH:3]=[C:4]([CH2:11][OH:12])[CH:5]=[C:6]([Br:10])[C:7]=1[CH2:8][C:23]#[N:24], predict the reactants needed to synthesize it. (2) Given the product [S:1](=[O:29])(=[O:30])([O:3][C:4]1[CH:21]=[CH:20][C:19]2[C@@H:18]3[C@H:9]([C@H:10]4[C@@:14]([CH2:16][CH2:17]3)([CH3:15])[C:13]([C:22](=[O:28])[N:23]([CH3:32])[CH3:24])=[CH:12][CH2:11]4)[CH2:8][CH2:7][C:6]=2[CH:5]=1)[NH2:2], predict the reactants needed to synthesize it. The reactants are: [S:1](=[O:30])(=[O:29])([O:3][C:4]1[CH:21]=[CH:20][C:19]2[C@@H:18]3[C@H:9]([C@H:10]4[C@@:14]([CH2:16][CH2:17]3)([CH3:15])[C:13]([C:22](=[O:28])[NH:23][CH2:24]CCC)=[CH:12][CH2:11]4)[CH2:8][CH2:7][C:6]=2[CH:5]=1)[NH2:2].[Si](I)(C)(C)[CH3:32].